This data is from Reaction yield outcomes from USPTO patents with 853,638 reactions. The task is: Predict the reaction yield, written as a fraction of the theoretical maximum amount of product (1.0 means a 100% yield; for example, 0.34 means a 34% yield). The reactants are C[Si]([N-][Si](C)(C)C)(C)C.[Li+].[CH3:11][CH:12]([C@H:14]1[CH2:19][O:18][C:16](=[O:17])[CH2:15]1)[CH3:13].[CH2:20](I)[C:21]1[CH:26]=[CH:25][CH:24]=[CH:23][CH:22]=1. The catalyst is C1COCC1. The product is [CH2:20]([C@@H:15]1[C@@H:14]([CH:12]([CH3:13])[CH3:11])[CH2:19][O:18][C:16]1=[O:17])[C:21]1[CH:26]=[CH:25][CH:24]=[CH:23][CH:22]=1. The yield is 0.580.